This data is from Full USPTO retrosynthesis dataset with 1.9M reactions from patents (1976-2016). The task is: Predict the reactants needed to synthesize the given product. Given the product [CH3:46][O:47][C:48]([C:50]1[C:58]2[N:57]=[C:56]([NH:59][C:19]([C:14]3[N:15]=[CH:16][C:17]4[C:12]([CH:13]=3)=[CH:11][CH:10]=[C:9]([O:8][CH2:1][C:2]3[CH:3]=[CH:4][CH:5]=[CH:6][CH:7]=3)[CH:18]=4)=[O:21])[NH:55][C:54]=2[CH:53]=[CH:52][CH:51]=1)=[O:49], predict the reactants needed to synthesize it. The reactants are: [CH2:1]([O:8][C:9]1[CH:18]=[C:17]2[C:12]([CH:13]=[C:14]([C:19]([OH:21])=O)[N:15]=[CH:16]2)=[CH:11][CH:10]=1)[C:2]1[CH:7]=[CH:6][CH:5]=[CH:4][CH:3]=1.CN(C(ON1N=NC2C=CC=CC1=2)=[N+](C)C)C.F[P-](F)(F)(F)(F)F.[CH3:46][O:47][C:48]([C:50]1[C:58]2[N:57]=[C:56]([NH2:59])[NH:55][C:54]=2[CH:53]=[CH:52][CH:51]=1)=[O:49].